From a dataset of Full USPTO retrosynthesis dataset with 1.9M reactions from patents (1976-2016). Predict the reactants needed to synthesize the given product. (1) Given the product [Cl:15][CH2:16][C:17]([CH2:19][Cl:20])([NH:7][C:8]1[CH:13]=[CH:12][C:11]([CH3:14])=[CH:10][CH:9]=1)[C:5]#[N:6], predict the reactants needed to synthesize it. The reactants are: C[Si]([C:5]#[N:6])(C)C.[NH2:7][C:8]1[CH:13]=[CH:12][C:11]([CH3:14])=[CH:10][CH:9]=1.[Cl:15][CH2:16][C:17]([CH2:19][Cl:20])=O. (2) The reactants are: [C:1]([O:5][C:6]([NH:8][C:9]1([C:13]2[CH:18]=[CH:17][C:16]([C:19]3[C:20]([C:36]4[CH:41]=[CH:40][CH:39]=[CH:38][CH:37]=4)=[CH:21][C:22]4[NH:27][C:26](=[N:28][NH:29][C:30](OCC)=[O:31])[CH2:25][O:24][C:23]=4[N:35]=3)=[CH:15][CH:14]=2)[CH2:12][CH2:11][CH2:10]1)=[O:7])([CH3:4])([CH3:3])[CH3:2]. Given the product [C:1]([O:5][C:6](=[O:7])[NH:8][C:9]1([C:13]2[CH:18]=[CH:17][C:16]([C:19]3[C:20]([C:36]4[CH:41]=[CH:40][CH:39]=[CH:38][CH:37]=4)=[CH:21][C:22]4[N:27]5[C:30](=[O:31])[NH:29][N:28]=[C:26]5[CH2:25][O:24][C:23]=4[N:35]=3)=[CH:15][CH:14]=2)[CH2:12][CH2:11][CH2:10]1)([CH3:4])([CH3:3])[CH3:2], predict the reactants needed to synthesize it.